From a dataset of Catalyst prediction with 721,799 reactions and 888 catalyst types from USPTO. Predict which catalyst facilitates the given reaction. (1) The catalyst class is: 3. Reactant: [N+:1]([C:4]1[CH:14]=[CH:13][C:7]2[NH:8][C:9](=[O:12])[CH2:10][S:11][C:6]=2[CH:5]=1)([O-:3])=[O:2].[H-].[Na+].[CH3:17]I. Product: [N+:1]([C:4]1[CH:14]=[CH:13][C:7]2[N:8]([CH3:17])[C:9](=[O:12])[CH2:10][S:11][C:6]=2[CH:5]=1)([O-:3])=[O:2]. (2) Reactant: [P:1]([O:9][CH2:10][CH3:11])([O:6][CH2:7][CH3:8])([O:3]CC)=O.[CH2:12]([O:19][C:20]1[C:29]([CH2:30]Br)=[C:28]2[C:23]([CH:24]=[CH:25][C:26]([O:32][CH3:33])=[N:27]2)=[N:22][CH:21]=1)[C:13]1[CH:18]=[CH:17][CH:16]=[CH:15][CH:14]=1.C(OCC)(=O)C. Product: [CH2:10]([O:9][P:1]([CH2:30][C:29]1[C:28]2[C:23](=[CH:24][CH:25]=[C:26]([O:32][CH3:33])[N:27]=2)[N:22]=[CH:21][C:20]=1[O:19][CH2:12][C:13]1[CH:18]=[CH:17][CH:16]=[CH:15][CH:14]=1)(=[O:3])[O:6][CH2:7][CH3:8])[CH3:11]. The catalyst class is: 11.